From a dataset of Forward reaction prediction with 1.9M reactions from USPTO patents (1976-2016). Predict the product of the given reaction. (1) Given the reactants Br[C:2]1[C:3]([N:14]2[CH2:19][CH2:18][CH:17]([O:20][Si:21]([C:24]([CH3:27])([CH3:26])[CH3:25])([CH3:23])[CH3:22])[CH2:16][CH2:15]2)=[CH:4][C:5]([O:12][CH3:13])=[C:6]([CH:11]=1)[C:7]([O:9][CH3:10])=[O:8].[CH:28]1(B(O)O)[CH2:30][CH2:29]1, predict the reaction product. The product is: [Si:21]([O:20][CH:17]1[CH2:18][CH2:19][N:14]([C:3]2[C:2]([CH:28]3[CH2:30][CH2:29]3)=[CH:11][C:6]([C:7]([O:9][CH3:10])=[O:8])=[C:5]([O:12][CH3:13])[CH:4]=2)[CH2:15][CH2:16]1)([C:24]([CH3:27])([CH3:26])[CH3:25])([CH3:23])[CH3:22]. (2) Given the reactants [Si]([O:8][CH2:9][CH2:10][CH2:11][C:12]([C:24]1[CH:29]=[CH:28][CH:27]=[C:26]([Cl:30])[CH:25]=1)([C:14]1[CH:18]=[C:17]([CH:19]2[O:23][CH2:22][CH2:21][O:20]2)[S:16][CH:15]=1)[OH:13])(C(C)(C)C)(C)C, predict the reaction product. The product is: [Cl:30][C:26]1[CH:25]=[C:24]([C:12]([C:14]2[CH:18]=[C:17]([CH:19]3[O:23][CH2:22][CH2:21][O:20]3)[S:16][CH:15]=2)([OH:13])[CH2:11][CH2:10][CH2:9][OH:8])[CH:29]=[CH:28][CH:27]=1. (3) Given the reactants [NH2:1][C:2]1[C:7](Br)=[CH:6][N:5]=[C:4]([Cl:9])[CH:3]=1.[F:10][C:11]1[CH:12]=[C:13](B(O)O)[CH:14]=[CH:15][C:16]=1[O:17][CH3:18].C(=O)([O-])[O-].[Na+].[Na+], predict the reaction product. The product is: [Cl:9][C:4]1[CH:3]=[C:2]([NH2:1])[C:7]([C:13]2[CH:14]=[CH:15][C:16]([O:17][CH3:18])=[C:11]([F:10])[CH:12]=2)=[CH:6][N:5]=1. (4) The product is: [C:1]([N:4]1[CH2:5][CH2:6][CH:7]([C:10]2[NH:11][C:12]3[C:17]([CH:18]=2)=[C:16]([C:19]2[CH:24]=[CH:23][CH:22]=[C:21]([NH2:25])[C:20]=2[CH3:26])[CH:15]=[CH:14][C:13]=3[C:27]([NH2:29])=[O:28])[CH2:8][CH2:9]1)(=[O:3])[CH3:2]. Given the reactants [C:1]([N:4]1[CH2:9][CH:8]=[C:7]([C:10]2[NH:11][C:12]3[C:17]([CH:18]=2)=[C:16]([C:19]2[CH:24]=[CH:23][CH:22]=[C:21]([NH2:25])[C:20]=2[CH3:26])[CH:15]=[CH:14][C:13]=3[C:27]([NH2:29])=[O:28])[CH2:6][CH2:5]1)(=[O:3])[CH3:2].BrC1C=CC(C(N)=O)=C2C=1C=C(I)N2.CC1(C)C(C)(C)OB(C2CCN(C(=O)C)CC=2)O1.NC1C(C)=C(B(O)O)C=CC=1, predict the reaction product. (5) Given the reactants [C:1]([NH:11][CH2:12][CH2:13][C:14]([OH:16])=O)([O:3][CH2:4][C:5]1[CH:10]=[CH:9][CH:8]=[CH:7][CH:6]=1)=[O:2].C(C1NC=CN=1)(C1NC=CN=1)=O.C([Mg]Cl)(C)C.C(O)(=O)[CH2:35][C:36]([O:38][CH2:39][CH3:40])=[O:37], predict the reaction product. The product is: [CH2:39]([O:38][C:36](=[O:37])[CH2:35][C:14](=[O:16])[CH2:13][CH2:12][NH:11][C:1]([O:3][CH2:4][C:5]1[CH:6]=[CH:7][CH:8]=[CH:9][CH:10]=1)=[O:2])[CH3:40]. (6) Given the reactants [C:1]([C:3]1([N:15]2[CH2:20][CH2:19][CH:18]([C:21]3[CH:26]=[CH:25][CH:24]=[CH:23][CH:22]=3)[CH2:17][CH2:16]2)[CH2:7][CH2:6][N:5]([C:8]([O:10][C:11]([CH3:14])([CH3:13])[CH3:12])=[O:9])[CH2:4]1)#N.C[Mg]Br, predict the reaction product. The product is: [CH3:1][C:3]1([N:15]2[CH2:20][CH2:19][CH:18]([C:21]3[CH:26]=[CH:25][CH:24]=[CH:23][CH:22]=3)[CH2:17][CH2:16]2)[CH2:7][CH2:6][N:5]([C:8]([O:10][C:11]([CH3:12])([CH3:13])[CH3:14])=[O:9])[CH2:4]1.